This data is from Full USPTO retrosynthesis dataset with 1.9M reactions from patents (1976-2016). The task is: Predict the reactants needed to synthesize the given product. (1) Given the product [F:24][C:4]([F:3])([F:23])[C:5]1[CH:6]=[C:7]([C@H:15]2[O:20][C:19](=[O:21])[N:18]([CH2:36][C:27]3[CH:28]=[C:29]([C:32]([F:33])([F:35])[F:34])[CH:30]=[CH:31][C:26]=3[I:25])[C@@H:17]([CH3:22])[CH2:16]2)[CH:8]=[C:9]([C:11]([F:12])([F:13])[F:14])[CH:10]=1, predict the reactants needed to synthesize it. The reactants are: [H-].[Na+].[F:3][C:4]([F:24])([F:23])[C:5]1[CH:6]=[C:7]([C@H:15]2[O:20][C:19](=[O:21])[NH:18][C@@H:17]([CH3:22])[CH2:16]2)[CH:8]=[C:9]([C:11]([F:14])([F:13])[F:12])[CH:10]=1.[I:25][C:26]1[CH:31]=[CH:30][C:29]([C:32]([F:35])([F:34])[F:33])=[CH:28][C:27]=1[CH2:36]O. (2) Given the product [Cl:34][C:35]1[CH:40]=[CH:39][CH:38]=[CH:37][C:36]=1[CH2:41][CH2:42][N:43]1[C:48](=[O:49])[C:47]([CH2:50][N:11]2[CH2:12][CH2:13][N:8]([CH3:6])[CH2:9][CH2:10]2)=[CH:46][C:45]([C:56]2[CH:61]=[CH:60][C:59]([F:62])=[C:58]([CH3:63])[CH:57]=2)=[N:44]1, predict the reactants needed to synthesize it. The reactants are: C(O[C:6]([N:8]1[CH2:13][CH2:12][N:11](C2C(=O)N(CC(C)C)N=C(C3C=CC(C)=C(F)C=3)C=2C)[CH2:10][CH2:9]1)=O)(C)(C)C.[Cl:34][C:35]1[CH:40]=[CH:39][CH:38]=[CH:37][C:36]=1[CH2:41][CH2:42][N:43]1[C:48](=[O:49])[C:47]([CH2:50]OS(C)(=O)=O)=[CH:46][C:45]([C:56]2[CH:61]=[CH:60][C:59]([F:62])=[C:58]([CH3:63])[CH:57]=2)=[N:44]1. (3) Given the product [Cl:26][C:27]1[CH:32]=[C:31]([Cl:33])[CH:30]=[CH:29][C:28]=1[CH2:34][NH:35][C:36]([N:14]1[CH2:15][CH2:16][CH:11]([O:10][C:5]2[CH:6]=[CH:7][CH:8]=[CH:9][C:4]=2[C:2]#[N:3])[CH2:12][CH2:13]1)=[O:37], predict the reactants needed to synthesize it. The reactants are: Cl.[C:2]([C:4]1[CH:9]=[CH:8][CH:7]=[CH:6][C:5]=1[O:10][CH:11]1[CH2:16][CH2:15][NH:14][CH2:13][CH2:12]1)#[N:3].C(N(C(C)C)CC)(C)C.[Cl:26][C:27]1[CH:32]=[C:31]([Cl:33])[CH:30]=[CH:29][C:28]=1[CH2:34][N:35]=[C:36]=[O:37]. (4) Given the product [N:1]1[CH:6]=[CH:5][CH:4]=[C:3]([C:7]2[CH:11]=[C:10]([C:12]([F:15])([F:13])[F:14])[N:9]([C:16]3[N:21]=[N:20][C:19]([NH2:22])=[CH:18][CH:17]=3)[N:8]=2)[CH:2]=1.[F:32][C:33]1[N:38]=[CH:37][C:36]([C:39]2[CH:40]=[C:41]([CH:45]=[CH:46][CH:47]=2)[C:42]([NH:22][C:19]2[N:20]=[N:21][C:16]([N:9]3[C:10]([C:12]([F:15])([F:13])[F:14])=[CH:11][C:7]([C:3]4[CH:2]=[N:1][CH:6]=[CH:5][CH:4]=4)=[N:8]3)=[CH:17][CH:18]=2)=[O:43])=[CH:35][CH:34]=1, predict the reactants needed to synthesize it. The reactants are: [N:1]1[CH:6]=[CH:5][CH:4]=[C:3]([C:7]2[CH:11]=[C:10]([C:12]([F:15])([F:14])[F:13])[N:9]([C:16]3[N:21]=[N:20][C:19]([NH2:22])=[CH:18][CH:17]=3)[N:8]=2)[CH:2]=1.C(N(CC)C(C)C)(C)C.[F:32][C:33]1[N:38]=[CH:37][C:36]([C:39]2[CH:40]=[C:41]([CH:45]=[CH:46][CH:47]=2)[C:42](Cl)=[O:43])=[CH:35][CH:34]=1.C(=O)(O)[O-].[Na+].